This data is from Forward reaction prediction with 1.9M reactions from USPTO patents (1976-2016). The task is: Predict the product of the given reaction. (1) Given the reactants [B-](F)(F)(F)F.[B-](F)(F)(F)F.C1[N+]2(CCl)CC[N+]([F:21])(CC2)C1.[CH3:22][O:23][C:24]1[CH:25]=[C:26]([C:32]2[N:37]=[CH:36][C:35]3[C:38]([I:47])=[N:39][N:40]([CH:41]4[CH2:46][CH2:45][CH2:44][CH2:43][O:42]4)[C:34]=3[CH:33]=2)[CH:27]=[C:28]([O:30][CH3:31])[CH:29]=1, predict the reaction product. The product is: [F:21][C:25]1[C:24]([O:23][CH3:22])=[CH:29][C:28]([O:30][CH3:31])=[CH:27][C:26]=1[C:32]1[N:37]=[CH:36][C:35]2[C:38]([I:47])=[N:39][N:40]([CH:41]3[CH2:46][CH2:45][CH2:44][CH2:43][O:42]3)[C:34]=2[CH:33]=1. (2) Given the reactants O[C@@H:2]1[CH2:7][CH2:6][C@H:5]([C:8]([O:10][CH3:11])=[O:9])[CH2:4][CH2:3]1.[Cl:12][C:13]1[CH:18]=[CH:17][C:16]([SH:19])=[CH:15][CH:14]=1.C(C=P(CCCC)(CCCC)CCCC)#N, predict the reaction product. The product is: [Cl:12][C:13]1[CH:18]=[CH:17][C:16]([S:19][C@H:2]2[CH2:7][CH2:6][C@H:5]([C:8]([O:10][CH3:11])=[O:9])[CH2:4][CH2:3]2)=[CH:15][CH:14]=1. (3) Given the reactants [I:1][C:2]1[CH:3]=[C:4]([NH:9][C:10](=[O:18])[C:11]2[CH:16]=[CH:15][N:14]=[C:13](Cl)[CH:12]=2)[CH:5]=[CH:6][C:7]=1[CH3:8].[NH:19]1[CH2:23][CH2:22][CH2:21][CH2:20]1, predict the reaction product. The product is: [I:1][C:2]1[CH:3]=[C:4]([NH:9][C:10](=[O:18])[C:11]2[CH:16]=[CH:15][N:14]=[C:13]([N:19]3[CH2:23][CH2:22][CH2:21][CH2:20]3)[CH:12]=2)[CH:5]=[CH:6][C:7]=1[CH3:8].